The task is: Predict the reaction yield, written as a fraction of the theoretical maximum amount of product (1.0 means a 100% yield; for example, 0.34 means a 34% yield).. This data is from Reaction yield outcomes from USPTO patents with 853,638 reactions. The reactants are [CH3:1][C:2]1[CH:3]=[C:4]([CH:26]=[CH:27][C:28]=1[CH3:29])[CH2:5][N:6]1[C:10]([CH3:11])=[C:9]([CH2:12][CH2:13][CH2:14][C:15]2[CH:20]=[CH:19][C:18]([OH:21])=[CH:17][CH:16]=2)[N:8]([CH2:22][CH2:23][CH3:24])[C:7]1=[O:25].Br[C:31]([CH3:38])([CH3:37])[C:32]([O:34][CH2:35][CH3:36])=[O:33].[O-]S([O-])(=O)=O.[Mg+2].C([O-])([O-])=O.[K+].[K+]. The catalyst is C(O)C. The product is [CH2:35]([O:34][C:32](=[O:33])[C:31]([O:21][C:18]1[CH:17]=[CH:16][C:15]([CH2:14][CH2:13][CH2:12][C:9]2[N:8]([CH2:22][CH2:23][CH3:24])[C:7](=[O:25])[N:6]([CH2:5][C:4]3[CH:26]=[CH:27][C:28]([CH3:29])=[C:2]([CH3:1])[CH:3]=3)[C:10]=2[CH3:11])=[CH:20][CH:19]=1)([CH3:38])[CH3:37])[CH3:36]. The yield is 0.690.